This data is from Forward reaction prediction with 1.9M reactions from USPTO patents (1976-2016). The task is: Predict the product of the given reaction. (1) Given the reactants [NH2:1][C@H:2]([C:6]([OH:8])=[O:7])[C@@H:3]([CH3:5])[OH:4].S(Cl)(Cl)=O.[CH3:13]O, predict the reaction product. The product is: [NH2:1][C@@H:2]([C@H:3]([OH:4])[CH3:5])[C:6]([O:8][CH3:13])=[O:7]. (2) Given the reactants [F:1][C:2]1[CH:3]=[C:4]([CH3:11])[CH:5]=[CH:6][C:7]=1[N+:8]([O-:10])=[O:9].[Mn]([O-])(=O)(=O)=[O:13].[K+].[OH2:18], predict the reaction product. The product is: [F:1][C:2]1[CH:3]=[C:4]([CH:5]=[CH:6][C:7]=1[N+:8]([O-:10])=[O:9])[C:11]([OH:13])=[O:18]. (3) Given the reactants [CH:1]1([C:6](=O)[CH:7]([C:13]([CH:15]2[CH2:19][CH2:18][CH2:17][CH2:16]2)=[O:14])[C:8]([O:10][CH2:11][CH3:12])=[O:9])[CH2:5][CH2:4][CH2:3][CH2:2]1.O.Cl.[NH2:23]O, predict the reaction product. The product is: [CH:1]1([C:6]2[C:7]([C:8]([O:10][CH2:11][CH3:12])=[O:9])=[C:13]([CH:15]3[CH2:19][CH2:18][CH2:17][CH2:16]3)[O:14][N:23]=2)[CH2:5][CH2:4][CH2:3][CH2:2]1. (4) Given the reactants [NH2:1][C:2]1[CH:3]=[C:4]([CH:9]=[CH:10][CH:11]=1)[C:5]([O:7][CH3:8])=[O:6].[OH-].[Na+].[Cl:14][C:15]1[N:20]=[C:19](Cl)[N:18]=[C:17]([NH2:22])[N:16]=1, predict the reaction product. The product is: [NH2:22][C:17]1[N:16]=[C:15]([Cl:14])[N:20]=[C:19]([NH:1][C:2]2[CH:3]=[C:4]([CH:9]=[CH:10][CH:11]=2)[C:5]([O:7][CH3:8])=[O:6])[N:18]=1.